This data is from M1 muscarinic receptor antagonist screen with 61,756 compounds. The task is: Binary Classification. Given a drug SMILES string, predict its activity (active/inactive) in a high-throughput screening assay against a specified biological target. (1) The compound is O\N=C\c1c(N2CCCCC2)n(nc1C)c1ccccc1. The result is 0 (inactive). (2) The drug is O=C(NC1CCCCCCC1)C1(N(C(=O)CC1)Cc1occc1)C. The result is 0 (inactive). (3) The molecule is s1c(n(CC(=O)N2CCc3c2cccc3)c(c1)C)=N. The result is 0 (inactive). (4) The drug is Clc1cc(S(=O)(=O)N2CC(CCC2)C(=O)NCc2occc2)ccc1OC. The result is 0 (inactive).